Dataset: Reaction yield outcomes from USPTO patents with 853,638 reactions. Task: Predict the reaction yield, written as a fraction of the theoretical maximum amount of product (1.0 means a 100% yield; for example, 0.34 means a 34% yield). (1) The reactants are [CH3:1][O:2][C:3]1[CH:11]=[CH:10][C:6]([C:7]([OH:9])=O)=[CH:5][C:4]=1[CH3:12].CN(C(ON1N=NC2C=CC=NC1=2)=[N+](C)C)C.F[P-](F)(F)(F)(F)F.CCN(CC)CC.C(OC(=O)[NH:50][CH2:51][CH2:52][O:53][C:54]1[CH:59]=[CH:58][C:57]([NH2:60])=[CH:56][C:55]=1[C:61]1[N:62]([CH3:67])[N:63]=[CH:64][C:65]=1[Cl:66])(C)(C)C.[C:69]([OH:75])([C:71]([F:74])([F:73])[F:72])=[O:70]. The catalyst is C(Cl)Cl. The product is [F:72][C:71]([F:74])([F:73])[C:69]([OH:75])=[O:70].[NH2:50][CH2:51][CH2:52][O:53][C:54]1[CH:59]=[CH:58][C:57]([NH:60][C:7](=[O:9])[C:6]2[CH:10]=[CH:11][C:3]([O:2][CH3:1])=[C:4]([CH3:12])[CH:5]=2)=[CH:56][C:55]=1[C:61]1[N:62]([CH3:67])[N:63]=[CH:64][C:65]=1[Cl:66]. The yield is 0.690. (2) The reactants are [F:1][C:2]1[CH:3]=[C:4]([N:9]2[CH2:13][C@@H:12]([CH2:14][N:15]3C(=O)C4C(=CC=CC=4)C3=O)[O:11][C:10]2=[O:26])[CH:5]=[CH:6][C:7]=1[I:8].O.NN. The catalyst is C(O)C. The product is [NH2:15][CH2:14][C@@H:12]1[O:11][C:10](=[O:26])[N:9]([C:4]2[CH:5]=[CH:6][C:7]([I:8])=[C:2]([F:1])[CH:3]=2)[CH2:13]1. The yield is 0.952.